This data is from Full USPTO retrosynthesis dataset with 1.9M reactions from patents (1976-2016). The task is: Predict the reactants needed to synthesize the given product. (1) Given the product [C:4]([O:3][C:1]([N:8]1[CH2:13][CH2:12][C:11]([CH2:26][C:25]2[CH:29]=[CH:30][CH:31]=[C:23]([Cl:22])[CH:24]=2)([NH:21][S:19]([C:15]([CH3:18])([CH3:17])[CH3:16])=[O:20])[CH2:10][CH2:9]1)=[O:2])([CH3:7])([CH3:6])[CH3:5], predict the reactants needed to synthesize it. The reactants are: [C:1]([N:8]1[CH2:13][CH2:12][CH2:11][CH2:10][C:9]1=O)([O:3][C:4]([CH3:7])([CH3:6])[CH3:5])=[O:2].[C:15]([S:19]([NH2:21])=[O:20])([CH3:18])([CH3:17])[CH3:16].[Cl:22][C:23]1[CH:24]=[C:25]([CH:29]=[CH:30][CH:31]=1)[CH2:26][Mg]Br.ClC1C=C(C=CC=1)CBr.[Mg]. (2) Given the product [N+:1]([C:4]1[N:8]=[C:7]([N+:9]([O-:11])=[O:10])[N:6]([B-:13]([N:5]2[C:4]([N+:1]([O-:3])=[O:2])=[N:8][C:7]([N+:9]([O-:11])=[O:10])=[N:6]2)([N:5]2[C:4]([N+:1]([O-:3])=[O:2])=[N:8][C:7]([N+:9]([O-:11])=[O:10])=[N:6]2)[N:12]2[C:7]([N+:9]([O-:11])=[O:10])=[N:8][C:4]([N+:1]([O-:3])=[O:2])=[N:5]2)[N:5]=1)([O-:3])=[O:2].[NH4+:1], predict the reactants needed to synthesize it. The reactants are: [N+:1]([C:4]1[N:8]=[C:7]([N+:9]([O-:11])=[O:10])[NH:6][N:5]=1)([O-:3])=[O:2].[NH3:12].[BH3:13].[H][H]. (3) Given the product [C:1]([C:5]1[CH:12]=[CH:11][C:8]([CH:9]=[N:13][NH:14][C:15]([NH2:17])=[S:16])=[CH:7][CH:6]=1)([CH3:4])([CH3:3])[CH3:2], predict the reactants needed to synthesize it. The reactants are: [C:1]([C:5]1[CH:12]=[CH:11][C:8]([CH:9]=O)=[CH:7][CH:6]=1)([CH3:4])([CH3:3])[CH3:2].[NH2:13][NH:14][C:15]([NH2:17])=[S:16]. (4) Given the product [Cl:25][C:26]1[CH:27]=[C:28]([NH:29][C:2]2[C:11]3[C:6](=[CH:7][CH:8]=[C:9]([O:12][C@H:13]4[CH2:17][CH2:16][NH:15][CH2:14]4)[CH:10]=3)[N:5]=[CH:4][N:3]=2)[CH:30]=[CH:31][C:32]=1[O:33][CH2:34][C:35]1[CH:40]=[CH:39][CH:38]=[CH:37][N:36]=1, predict the reactants needed to synthesize it. The reactants are: Cl[C:2]1[C:11]2[C:6](=[CH:7][CH:8]=[C:9]([O:12][C@H:13]3[CH2:17][CH2:16][N:15](C(OC(C)(C)C)=O)[CH2:14]3)[CH:10]=2)[N:5]=[CH:4][N:3]=1.[Cl:25][C:26]1[CH:27]=[C:28]([CH:30]=[CH:31][C:32]=1[O:33][CH2:34][C:35]1[CH:40]=[CH:39][CH:38]=[CH:37][N:36]=1)[NH2:29].